This data is from Peptide-MHC class II binding affinity with 134,281 pairs from IEDB. The task is: Regression. Given a peptide amino acid sequence and an MHC pseudo amino acid sequence, predict their binding affinity value. This is MHC class II binding data. (1) The peptide sequence is EWATPFPHRKGVLFN. The MHC is DRB1_0405 with pseudo-sequence DRB1_0405. The binding affinity (normalized) is 0. (2) The peptide sequence is NALSVLDKIYTSPLC. The MHC is HLA-DQA10102-DQB10502 with pseudo-sequence HLA-DQA10102-DQB10502. The binding affinity (normalized) is 0.251. (3) The peptide sequence is ISSQYYIQQNGNLCY. The MHC is HLA-DPA10301-DPB10402 with pseudo-sequence HLA-DPA10301-DPB10402. The binding affinity (normalized) is 0.436. (4) The peptide sequence is EDHWASRENSGGGVE. The MHC is HLA-DQA10201-DQB10303 with pseudo-sequence HLA-DQA10201-DQB10303. The binding affinity (normalized) is 0. (5) The peptide sequence is QGEPGRVIRGKKGAG. The MHC is DRB1_1101 with pseudo-sequence DRB1_1101. The binding affinity (normalized) is 0.369.